Predict which catalyst facilitates the given reaction. From a dataset of Catalyst prediction with 721,799 reactions and 888 catalyst types from USPTO. (1) Reactant: [NH2:1][C:2]1[O:15][C:14]2[C:13]3[C:8](=[CH:9][CH:10]=[C:11]([NH2:16])[N:12]=3)[CH:7]=[CH:6][C:5]=2[CH:4]([C:17]2[CH:22]=[C:21]([O:23][CH3:24])[C:20]([O:25][CH3:26])=[C:19]([Br:27])[CH:18]=2)[C:3]=1[C:28]#[N:29].[C:30](OC(=O)C)(=[O:32])[CH3:31]. Product: [NH2:1][C:2]1[O:15][C:14]2[C:13]3[C:8](=[CH:9][CH:10]=[C:11]([NH:16][C:30](=[O:32])[CH3:31])[N:12]=3)[CH:7]=[CH:6][C:5]=2[CH:4]([C:17]2[CH:22]=[C:21]([O:23][CH3:24])[C:20]([O:25][CH3:26])=[C:19]([Br:27])[CH:18]=2)[C:3]=1[C:28]#[N:29]. The catalyst class is: 17. (2) Reactant: [CH3:1][O:2][C:3]1[CH:4]=[C:5]2[C:10](=[CH:11][CH:12]=1)[CH:9]=[C:8](C(O)=O)[CH:7]=[CH:6]2.[N-:16]=[N+]=[N-].[Na+]. Product: [CH3:1][O:2][C:3]1[CH:4]=[C:5]2[C:10](=[CH:11][CH:12]=1)[CH:9]=[C:8]([NH2:16])[CH:7]=[CH:6]2. The catalyst class is: 13. (3) Reactant: [H-].[Na+].[CH2:3]([CH:10]1[C:15](=[O:16])[N:14]([CH3:17])[C:13](=[CH:18][C:19]2[CH:26]=[CH:25][CH:24]=[CH:23][C:20]=2[C:21]#[N:22])[C:12](=[O:27])[N:11]1[CH3:28])[C:4]1[CH:9]=[CH:8][CH:7]=[CH:6][CH:5]=1.I[CH2:30][CH3:31].O. Product: [CH2:3]([C:10]1([CH2:30][CH3:31])[C:15](=[O:16])[N:14]([CH3:17])[C:13](=[CH:18][C:19]2[CH:26]=[CH:25][CH:24]=[CH:23][C:20]=2[C:21]#[N:22])[C:12](=[O:27])[N:11]1[CH3:28])[C:4]1[CH:9]=[CH:8][CH:7]=[CH:6][CH:5]=1. The catalyst class is: 3. (4) Reactant: C[N:2]([CH3:20])[CH:3]=[C:4]([C:10](=[O:19])[C:11]1[CH:16]=[C:15]([I:17])[CH:14]=[CH:13][C:12]=1F)[C:5]([O:7][CH2:8][CH3:9])=[O:6].NC[CH2:23][O:24][CH3:25]. Product: [I:17][C:15]1[CH:16]=[C:11]2[C:12](=[CH:13][CH:14]=1)[N:2]([CH2:20][CH2:23][O:24][CH3:25])[CH:3]=[C:4]([C:5]([O:7][CH2:8][CH3:9])=[O:6])[C:10]2=[O:19]. The catalyst class is: 8. (5) Reactant: [C:1]([O:5][C:6]([N:8]1[C:13]2[CH:14]=[C:15]([Cl:26])[C:16]([O:18]CC3C=CC=CC=3)=[CH:17][C:12]=2[O:11][CH:10]([C:27]([N:29]2[CH2:34][CH2:33][C:32]([C:43]#[N:44])([CH2:35][C:36]3[CH:37]=[N:38][C:39]([F:42])=[CH:40][CH:41]=3)[CH2:31][CH2:30]2)=[O:28])[CH2:9]1)=[O:7])([CH3:4])([CH3:3])[CH3:2]. Product: [C:1]([O:5][C:6]([N:8]1[C:13]2[CH:14]=[C:15]([Cl:26])[C:16]([OH:18])=[CH:17][C:12]=2[O:11][CH:10]([C:27]([N:29]2[CH2:30][CH2:31][C:32]([C:43]#[N:44])([CH2:35][C:36]3[CH:37]=[N:38][C:39]([F:42])=[CH:40][CH:41]=3)[CH2:33][CH2:34]2)=[O:28])[CH2:9]1)=[O:7])([CH3:4])([CH3:2])[CH3:3]. The catalyst class is: 78.